Dataset: Reaction yield outcomes from USPTO patents with 853,638 reactions. Task: Predict the reaction yield, written as a fraction of the theoretical maximum amount of product (1.0 means a 100% yield; for example, 0.34 means a 34% yield). (1) The reactants are [Br:1][C:2]1[CH:7]=[CH:6][C:5]([S:8](Cl)(=[O:10])=[O:9])=[C:4]([F:12])[CH:3]=1.[CH2:13]([NH:15][CH2:16][CH3:17])[CH3:14]. The catalyst is ClCCl. The product is [Br:1][C:2]1[CH:7]=[CH:6][C:5]([S:8]([N:15]([CH2:16][CH3:17])[CH2:13][CH3:14])(=[O:10])=[O:9])=[C:4]([F:12])[CH:3]=1. The yield is 0.430. (2) The reactants are [H-].[Na+].[CH3:3][O:4][C:5]([C:7]1[S:8][C:9]([C:23]2[CH:28]=[CH:27][CH:26]=[CH:25][CH:24]=2)=[CH:10][C:11]=1[NH:12][C:13](=[O:22])[C:14]1[CH:19]=[CH:18][C:17]([Cl:20])=[CH:16][C:15]=1[Cl:21])=[O:6].N#N.Cl[C:32]1[CH:40]=[C:39](Cl)[CH:38]=[CH:37][C:33]=1C(Cl)=O. The catalyst is CN(C)C=O. The product is [CH3:3][O:4][C:5]([C:7]1[S:8][C:9]([C:23]2[CH:28]=[CH:27][CH:26]=[CH:25][CH:24]=2)=[CH:10][C:11]=1[N:12]([C:13](=[O:22])[C:14]1[CH:19]=[CH:18][C:17]([Cl:20])=[CH:16][C:15]=1[Cl:21])[C:32]1[CH:40]=[CH:39][CH:38]=[CH:37][CH:33]=1)=[O:6]. The yield is 0.160. (3) The reactants are [I:1]N1C(=O)CCC1=O.[CH:9]1([CH2:12][NH:13][C:14]2[CH:19]=[CH:18][N:17]=[C:16]([NH2:20])[N:15]=2)[CH2:11][CH2:10]1. The catalyst is CC(O)=O. The product is [CH:9]1([CH2:12][NH:13][C:14]2[C:19]([I:1])=[CH:18][N:17]=[C:16]([NH2:20])[N:15]=2)[CH2:10][CH2:11]1. The yield is 0.600. (4) The reactants are [C:1]([CH:4]1[CH2:9][CH2:8][CH:7]([NH:10][C:11](=[O:20])[O:12][CH2:13][C:14]2[CH:19]=[CH:18][CH:17]=[CH:16][CH:15]=2)[CH2:6][CH2:5]1)(=[S:3])[NH2:2].[Cl:21][CH2:22][C:23](=O)[CH2:24]Cl.[O-]S([O-])(=O)=O.[Mg+2]. The catalyst is CC(C)=O.O. The product is [Cl:21][CH2:22][C:23]1[N:2]=[C:1]([CH:4]2[CH2:5][CH2:6][CH:7]([NH:10][C:11](=[O:20])[O:12][CH2:13][C:14]3[CH:19]=[CH:18][CH:17]=[CH:16][CH:15]=3)[CH2:8][CH2:9]2)[S:3][CH:24]=1. The yield is 0.630. (5) The reactants are Cl[C:2]1[N:7]=[C:6](Cl)[C:5]([F:9])=[CH:4][N:3]=1.[N+:10]([C:13]1[CH:14]=[C:15]([CH:17]=[CH:18][CH:19]=1)[NH2:16])([O-:12])=[O:11]. The catalyst is CO.O. The product is [N+:10]([C:13]1[CH:14]=[C:15]([NH:16][C:2]2[N:7]=[C:6]([NH:16][C:15]3[CH:17]=[CH:18][CH:19]=[C:13]([N+:10]([O-:12])=[O:11])[CH:14]=3)[C:5]([F:9])=[CH:4][N:3]=2)[CH:17]=[CH:18][CH:19]=1)([O-:12])=[O:11]. The yield is 0.760. (6) The reactants are [NH2:1][CH:2]1[CH2:11][C:10]2[CH:9]=[C:8]([C:12]([O:14][CH3:15])=[O:13])[CH:7]=[CH:6][C:5]=2[CH2:4][CH2:3]1.Cl.C(N(CC)CC)C.[C:24]1([S:30](Cl)(=[O:32])=[O:31])[CH:29]=[CH:28][CH:27]=[CH:26][CH:25]=1. The catalyst is CN(C=O)C. The product is [C:24]1([S:30]([NH:1][CH:2]2[CH2:11][C:10]3[CH:9]=[C:8]([C:12]([O:14][CH3:15])=[O:13])[CH:7]=[CH:6][C:5]=3[CH2:4][CH2:3]2)(=[O:32])=[O:31])[CH:29]=[CH:28][CH:27]=[CH:26][CH:25]=1. The yield is 0.650.